This data is from Reaction yield outcomes from USPTO patents with 853,638 reactions. The task is: Predict the reaction yield, written as a fraction of the theoretical maximum amount of product (1.0 means a 100% yield; for example, 0.34 means a 34% yield). (1) The reactants are CON(C)[C:4]([CH2:6][C@@H:7]1[CH2:11][C:10]([F:13])([F:12])[CH2:9][N:8]1[C:14]([O:16][C:17]([CH3:20])([CH3:19])[CH3:18])=[O:15])=[O:5].[CH3:22][C:23]([CH3:27])=[CH:24][Mg]Br. The catalyst is C1COCC1. The product is [F:13][C:10]1([F:12])[CH2:9][N:8]([C:14]([O:16][C:17]([CH3:18])([CH3:19])[CH3:20])=[O:15])[C@H:7]([CH2:6][C:4](=[O:5])[CH:22]=[C:23]([CH3:27])[CH3:24])[CH2:11]1. The yield is 0.795. (2) The reactants are [NH2:1][C:2]1[C:15]2[C:14](=[O:16])[C:13]([C:17]#[N:18])=[CH:12][N:7]3[C@@H:8]([CH3:11])[CH2:9][O:10][C:5]([C:6]=23)=[C:4](F)[C:3]=1[F:20].[N:21]1[CH:26]=[CH:25][CH:24]=[CH:23][C:22]=1[C@@H:27]1[CH2:31][CH2:30][C@@H:29]([NH2:32])[CH2:28]1.C(N(CC)CC)C. The catalyst is CS(C)=O. The product is [NH2:1][C:2]1[C:15]2[C:14](=[O:16])[C:13]([C:17]#[N:18])=[CH:12][N:7]3[C@@H:8]([CH3:11])[CH2:9][O:10][C:5]([C:6]=23)=[C:4]([NH:32][C@@H:29]2[CH2:30][CH2:31][C@@H:27]([C:22]3[CH:23]=[CH:24][CH:25]=[CH:26][N:21]=3)[CH2:28]2)[C:3]=1[F:20]. The yield is 0.150. (3) The reactants are [F:1][C:2]1[CH:3]=[C:4]([CH:28]=[CH:29][CH:30]=1)[O:5][C:6]1[CH:11]=[CH:10][C:9]([C:12]2[C:20]3[C:15](=[N:16][CH:17]=[N:18][C:19]=3[NH2:21])[N:14]([CH2:22][C@H:23]3[CH2:27][CH2:26][CH2:25][NH:24]3)[N:13]=2)=[CH:8][CH:7]=1.[C:31]([CH2:33][C:34](O)=[O:35])#[N:32].CN(C(ON1N=NC2C=CC=NC1=2)=[N+](C)C)C.F[P-](F)(F)(F)(F)F.C(N(CC)CC)C. The catalyst is CN(C)C=O. The product is [NH2:21][C:19]1[N:18]=[CH:17][N:16]=[C:15]2[N:14]([CH2:22][C@H:23]3[CH2:27][CH2:26][CH2:25][N:24]3[C:34](=[O:35])[CH2:33][C:31]#[N:32])[N:13]=[C:12]([C:9]3[CH:10]=[CH:11][C:6]([O:5][C:4]4[CH:28]=[CH:29][CH:30]=[C:2]([F:1])[CH:3]=4)=[CH:7][CH:8]=3)[C:20]=12. The yield is 0.600. (4) The reactants are [CH3:1][O:2][C:3]([NH:5][C@H:6]([C:60]1[CH:65]=[CH:64][CH:63]=[CH:62][CH:61]=1)[C:7]([N:9]1[CH2:13][C@@H:12]([CH2:14][O:15][CH3:16])[CH2:11][C@H:10]1[C:17]1[NH:18][C:19]([C:22]2[CH:27]=[C:26]3[CH2:28][O:29][C:30]4[CH:59]=[C:58]5[C:33]([CH:34]=[CH:35][C:36]6[N:40]=[C:39]([C@@H:41]7[CH2:45][CH2:44][C@H:43]([CH3:46])[N:42]7[C:47](=[O:57])[C@@H:48]([NH:52][C:53](=[O:56])[O:54][CH3:55])[CH:49]([CH3:51])[CH3:50])[NH:38][C:37]=65)=[CH:32][C:31]=4[C:25]3=[CH:24][CH:23]=2)=[CH:20][N:21]=1)=[O:8])=[O:4].[Cr](Cl)([O-])(=O)=[O:67].[NH+]1C=CC=CC=1. The catalyst is C(Cl)Cl.CO. The product is [CH3:55][O:54][C:53]([NH:52][C@@H:48]([CH:49]([CH3:51])[CH3:50])[C:47]([N:42]1[C@@H:43]([CH3:46])[CH2:44][CH2:45][C@H:41]1[C:39]1[NH:38][C:37]2[C:58]3[C:33]([CH:34]=[CH:35][C:36]=2[N:40]=1)=[CH:32][C:31]1[C:25]2[C:26]([C:28](=[O:67])[O:29][C:30]=1[CH:59]=3)=[CH:27][C:22]([C:19]1[NH:18][C:17]([C@@H:10]3[CH2:11][C@H:12]([CH2:14][O:15][CH3:16])[CH2:13][N:9]3[C:7](=[O:8])[C@H:6]([NH:5][C:3](=[O:4])[O:2][CH3:1])[C:60]3[CH:61]=[CH:62][CH:63]=[CH:64][CH:65]=3)=[N:21][CH:20]=1)=[CH:23][CH:24]=2)=[O:57])=[O:56]. The yield is 0.390. (5) The product is [CH3:1][C:2]1[CH:11]=[CH:10][C:5]2[N:6]=[C:7]([NH:9][C:12]([N:14]3[CH:18]=[CH:17][N:16]=[CH:15]3)=[S:13])[S:8][C:4]=2[CH:3]=1. The catalyst is C(#N)C. The yield is 0.620. The reactants are [CH3:1][C:2]1[CH:11]=[CH:10][C:5]2[N:6]=[C:7]([NH2:9])[S:8][C:4]=2[CH:3]=1.[C:12](N1C=CN=C1)([N:14]1[CH:18]=[CH:17][N:16]=[CH:15]1)=[S:13]. (6) The reactants are [OH-].[Na+].C(O)C.[Cl:6][C:7]1[CH:12]=[CH:11][C:10]([C@H:13]2[N:20]3[C:16]([S:17][C:18]([C:24]([O:26]CC)=[O:25])=[C:19]3[CH:21]([CH3:23])[CH3:22])=[N:15][C@:14]2([C:30]2[CH:35]=[CH:34][C:33]([Cl:36])=[CH:32][CH:31]=2)[CH3:29])=[CH:9][CH:8]=1.Cl. The catalyst is O. The product is [Cl:6][C:7]1[CH:12]=[CH:11][C:10]([C@H:13]2[N:20]3[C:16]([S:17][C:18]([C:24]([OH:26])=[O:25])=[C:19]3[CH:21]([CH3:22])[CH3:23])=[N:15][C@:14]2([C:30]2[CH:31]=[CH:32][C:33]([Cl:36])=[CH:34][CH:35]=2)[CH3:29])=[CH:9][CH:8]=1. The yield is 0.780. (7) The reactants are [CH2:1]([O:8][C:9]1[CH:14]=[C:13]([N+:15]([O-])=O)[C:12]([Cl:18])=[CH:11][C:10]=1[Cl:19])[C:2]1[CH:7]=[CH:6][CH:5]=[CH:4][CH:3]=1.O. The catalyst is C(O)(=O)C.[Fe]. The product is [CH2:1]([O:8][C:9]1[C:10]([Cl:19])=[CH:11][C:12]([Cl:18])=[C:13]([NH2:15])[CH:14]=1)[C:2]1[CH:3]=[CH:4][CH:5]=[CH:6][CH:7]=1. The yield is 0.960. (8) The reactants are [N+:1]([C:4]1[CH:26]=[CH:25][C:7]([O:8][C:9]2[CH:10]=[CH:11][C:12]([B:17]3[O:21]C(C)(C)C(C)[O:18]3)=[C:13]([CH:16]=2)[CH:14]=O)=[CH:6][CH:5]=1)([O-:3])=[O:2].[BH4-].[Na+].Cl.C([O-])(O)=O.[Na+]. The catalyst is CCO.O. The product is [N+:1]([C:4]1[CH:26]=[CH:25][C:7]([O:8][C:9]2[CH:10]=[CH:11][C:12]3[B:17]([OH:18])[O:21][CH2:14][C:13]=3[CH:16]=2)=[CH:6][CH:5]=1)([O-:3])=[O:2]. The yield is 0.964. (9) The product is [CH3:1][O:2][C:3]1[N:8]=[CH:7][C:6]([C:9]2[CH:10]=[C:11]3[C:16](=[CH:17][CH:18]=2)[N:15]=[CH:14][N:13]=[C:12]3[C:19]2[CH:27]=[C:23]([C:24]([N:47]3[CH2:48][CH2:49][CH2:50][N:44]([CH3:43])[CH2:45][CH2:46]3)=[O:26])[CH:22]=[N:21][CH:20]=2)=[CH:5][CH:4]=1. The yield is 0.430. The catalyst is C(Cl)Cl. The reactants are [CH3:1][O:2][C:3]1[N:8]=[CH:7][C:6]([C:9]2[CH:10]=[C:11]3[C:16](=[CH:17][CH:18]=2)[N:15]=[CH:14][N:13]=[C:12]3[C:19]2[CH:20]=[N:21][CH:22]=[C:23]([CH:27]=2)[C:24]([OH:26])=O)=[CH:5][CH:4]=1.CCN(C(C)C)C(C)C.CCCP(=O)=O.[CH3:43][N:44]1[CH2:50][CH2:49][CH2:48][NH:47][CH2:46][CH2:45]1.